Dataset: Full USPTO retrosynthesis dataset with 1.9M reactions from patents (1976-2016). Task: Predict the reactants needed to synthesize the given product. (1) Given the product [CH:1]1([CH:6]([C:8]2[C:16]3[C:11](=[CH:12][C:13]([C@@H:17]4[CH2:21][NH:20][CH2:19][C@:18]4([CH2:30][OH:31])[CH3:29])=[CH:14][CH:15]=3)[NH:10][N:9]=2)[CH3:7])[CH2:5][CH2:4][CH2:3][CH2:2]1, predict the reactants needed to synthesize it. The reactants are: [CH:1]1([CH:6]([C:8]2[C:16]3[C:11](=[CH:12][C:13]([C@@H:17]4[CH2:21][N:20](CC5C=CC=CC=5)[CH2:19][C@:18]4([CH2:30][OH:31])[CH3:29])=[CH:14][CH:15]=3)[NH:10][N:9]=2)[CH3:7])[CH2:5][CH2:4][CH2:3][CH2:2]1. (2) The reactants are: Br[C:2]1[CH:3]=[C:4]([OH:9])[CH:5]=[N:6][C:7]=1[Cl:8].[CH3:10][C:11]1[C:19]2[C:14](=[CH:15][CH:16]=[C:17](B3OC(C)(C)C(C)(C)O3)[CH:18]=2)[NH:13][N:12]=1.C([O-])([O-])=O.[Na+].[Na+]. Given the product [Cl:8][C:7]1[N:6]=[CH:5][C:4]([OH:9])=[CH:3][C:2]=1[C:17]1[CH:18]=[C:19]2[C:14](=[CH:15][CH:16]=1)[NH:13][N:12]=[C:11]2[CH3:10], predict the reactants needed to synthesize it. (3) Given the product [CH:41]1([NH:46][C:20](=[O:21])[C@H:19]([NH:18][CH2:17][C:16]2[CH:15]=[CH:14][N:13]=[C:12]3[N:8]([C:6]([O:5][C:1]([CH3:2])([CH3:4])[CH3:3])=[O:7])[CH:9]=[C:10]([C:28]([O:30][CH3:31])=[O:29])[C:11]=23)[CH2:23][C:24]([F:25])([F:27])[F:26])[CH2:42][CH2:43][CH2:44][CH2:45]1, predict the reactants needed to synthesize it. The reactants are: [C:1]([O:5][C:6]([N:8]1[C:12]2=[N:13][CH:14]=[CH:15][C:16]([CH2:17][NH:18][C@H:19]([CH2:23][C:24]([F:27])([F:26])[F:25])[C:20](O)=[O:21])=[C:11]2[C:10]([C:28]([O:30][CH3:31])=[O:29])=[CH:9]1)=[O:7])([CH3:4])([CH3:3])[CH3:2].CN(C(ON1N=N[C:42]2[CH:43]=[CH:44][CH:45]=[N:46][C:41]1=2)=[N+](C)C)C.F[P-](F)(F)(F)(F)F.C1(N)CCCC1.CN1CCOCC1. (4) Given the product [ClH:37].[N:1]1[CH:6]=[CH:5][CH:4]=[CH:3][C:2]=1[N:7]([CH2:30][CH2:31][C:32]([O:34][CH2:35][CH3:36])=[O:33])[C:8]([C:10]1[CH:29]=[CH:28][C:13]2[N:14]([CH3:27])[C:15]([CH2:17][NH:18][C:19]3[N:20]=[CH:21][C:22]([C:25](=[NH:45])[NH2:26])=[N:23][CH:24]=3)=[N:16][C:12]=2[CH:11]=1)=[O:9], predict the reactants needed to synthesize it. The reactants are: [N:1]1[CH:6]=[CH:5][CH:4]=[CH:3][C:2]=1[N:7]([CH2:30][CH2:31][C:32]([O:34][CH2:35][CH3:36])=[O:33])[C:8]([C:10]1[CH:29]=[CH:28][C:13]2[N:14]([CH3:27])[C:15]([CH2:17][NH:18][C:19]3[N:20]=[CH:21][C:22]([C:25]#[N:26])=[N:23][CH:24]=3)=[N:16][C:12]=2[CH:11]=1)=[O:9].[ClH:37].C(O)C.C(=O)([O-])[O-].[NH4+:45].[NH4+]. (5) Given the product [C:15]([C:17]1[N:21]([CH3:22])[C:20]([C:2]2[CH:7]=[CH:6][C:5]([S:8]([NH:11][CH:12]3[CH2:14][CH2:13]3)(=[O:10])=[O:9])=[CH:4][CH:3]=2)=[CH:19][CH:18]=1)#[N:16], predict the reactants needed to synthesize it. The reactants are: Br[C:2]1[CH:7]=[CH:6][C:5]([S:8]([NH:11][CH:12]2[CH2:14][CH2:13]2)(=[O:10])=[O:9])=[CH:4][CH:3]=1.[C:15]([C:17]1[N:21]([CH3:22])[C:20](B(O)O)=[CH:19][CH:18]=1)#[N:16].[F-].[K+].C(P(C(C)(C)C)C(C)(C)C)(C)(C)C. (6) Given the product [Cl:15][C:16]1[CH:27]=[CH:26][C:19]([NH:20][C:21](=[O:22])[CH3:25])=[C:18]([C:23](=[O:24])[C:6]2[CH:7]=[C:8]([F:10])[CH:9]=[CH:29][C:30]=2[O:31][CH2:32][CH3:28])[CH:17]=1, predict the reactants needed to synthesize it. The reactants are: C(OC1[CH:9]=[C:8]([F:10])[CH:7]=[CH:6]C=1Br)C.[Mg].II.[Cl:15][C:16]1[CH:27]=[CH:26][C:19]2[N:20]=[C:21]([CH3:25])[O:22][C:23](=[O:24])[C:18]=2[CH:17]=1.[CH2:28]1[CH2:32][O:31][CH2:30][CH2:29]1.